Dataset: Catalyst prediction with 721,799 reactions and 888 catalyst types from USPTO. Task: Predict which catalyst facilitates the given reaction. (1) Reactant: [Cl:1][C:2]1[CH:3]=[C:4]([CH:7]=[CH:8][CH:9]=1)[CH:5]=O.[N:10]1[CH:15]=[CH:14][CH:13]=[C:12]([CH2:16][C:17]#[N:18])[CH:11]=1.[OH-].[Na+]. Product: [Cl:1][C:2]1[CH:3]=[C:4](/[CH:5]=[C:16](/[C:12]2[CH:11]=[N:10][CH:15]=[CH:14][CH:13]=2)\[C:17]#[N:18])[CH:7]=[CH:8][CH:9]=1. The catalyst class is: 41. (2) Reactant: [F:1][C:2]1[CH:8]=[CH:7][C:5]([NH2:6])=[CH:4][C:3]=1[C:9]1[O:10][C:11]2[C:12]([N:32]=1)=[N:13][CH:14]=[C:15]([C:17]1[CH:22]=[CH:21][C:20]([O:23][CH2:24][CH2:25][N:26]3[CH2:31][CH2:30][O:29][CH2:28][CH2:27]3)=[CH:19][CH:18]=1)[CH:16]=2.[C:33]([O-])(=O)C.[Na+].C(O[BH-](OC(=O)C)OC(=O)C)(=O)C.[Na+]. Product: [F:1][C:2]1[CH:8]=[CH:7][C:5]([NH:6][CH3:33])=[CH:4][C:3]=1[C:9]1[O:10][C:11]2[C:12]([N:32]=1)=[N:13][CH:14]=[C:15]([C:17]1[CH:22]=[CH:21][C:20]([O:23][CH2:24][CH2:25][N:26]3[CH2:31][CH2:30][O:29][CH2:28][CH2:27]3)=[CH:19][CH:18]=1)[CH:16]=2. The catalyst class is: 825. (3) Reactant: [CH3:1][O:2][C:3](=[O:26])[CH2:4][C:5]1[C:14]([CH3:15])=[C:13](B2OC(C)(C)C(C)(C)O2)[C:12]2[C:7](=[CH:8][CH:9]=[C:10]([F:25])[CH:11]=2)[CH:6]=1.Br[C:28]1[CH:33]=[CH:32][C:31]([S:34][C:35]2[CH:40]=[C:39]([F:41])[CH:38]=[C:37]([F:42])[CH:36]=2)=[CH:30][CH:29]=1.C(=O)(O)[O-].[Na+].O. Product: [CH3:1][O:2][C:3](=[O:26])[CH2:4][C:5]1[C:14]([CH3:15])=[C:13]([C:28]2[CH:29]=[CH:30][C:31]([S:34][C:35]3[CH:40]=[C:39]([F:41])[CH:38]=[C:37]([F:42])[CH:36]=3)=[CH:32][CH:33]=2)[C:12]2[C:7](=[CH:8][CH:9]=[C:10]([F:25])[CH:11]=2)[CH:6]=1. The catalyst class is: 564.